This data is from Forward reaction prediction with 1.9M reactions from USPTO patents (1976-2016). The task is: Predict the product of the given reaction. (1) Given the reactants [CH2:1]([O:3][C:4](=[O:17])[CH:5]([CH2:11][CH:12]([O:15][CH3:16])[O:13][CH3:14])[C:6]([O:8][CH2:9][CH3:10])=[O:7])[CH3:2].[CH2:18]([O:25][C:26]1[CH:27]=[C:28]([Cl:35])[C:29]([CH2:33]Br)=[C:30]([Cl:32])[CH:31]=1)[C:19]1[CH:24]=[CH:23][CH:22]=[CH:21][CH:20]=1.Cl, predict the reaction product. The product is: [CH2:9]([O:8][C:6](=[O:7])[C:5]([CH2:33][C:29]1[C:28]([Cl:35])=[CH:27][C:26]([O:25][CH2:18][C:19]2[CH:20]=[CH:21][CH:22]=[CH:23][CH:24]=2)=[CH:31][C:30]=1[Cl:32])([CH2:11][CH:12]([O:13][CH3:14])[O:15][CH3:16])[C:4]([O:3][CH2:1][CH3:2])=[O:17])[CH3:10]. (2) Given the reactants [NH2:1][CH2:2][CH2:3][CH2:4][CH2:5][CH2:6][CH2:7][N:8]1[CH:12]([CH:13]([C:32]2[CH:37]=[CH:36][CH:35]=[CH:34][CH:33]=2)[O:14][CH:15]([C:24]2[CH:29]=[CH:28][C:27]([O:30][CH3:31])=[CH:26][CH:25]=2)[C:16]2[CH:21]=[CH:20][C:19]([O:22][CH3:23])=[CH:18][CH:17]=2)[CH2:11][CH:10]([OH:38])[CH2:9]1.C(N([CH2:44][CH3:45])CC)C.[CH3:46][C@@H:47]([C@@H:54]1[C@@:58]2([CH3:76])[CH2:59][CH2:60][CH:61]3[C@@:66]4([CH3:75])[CH2:67][CH2:68][CH:69]([O:71][C:72](Cl)=[O:73])[CH2:70][C:65]4=[CH:64][CH2:63][CH:62]3[CH:57]2[CH2:56][CH2:55]1)CCCC(C)C.CO.C(Cl)(Cl)Cl, predict the reaction product. The product is: [CH3:75][C:66]12[CH2:67][CH2:68][CH:69]([O:71][C:72](=[O:73])[NH:1][CH2:2][CH2:3][CH2:4][CH2:5][CH2:6][CH2:7][N:8]3[CH2:9][CH:10]([OH:38])[CH2:11][CH:12]3[CH:13]([C:32]3[CH:33]=[CH:34][CH:35]=[CH:36][CH:37]=3)[O:14][CH:15]([C:16]3[CH:21]=[CH:20][C:19]([O:22][CH3:23])=[CH:18][CH:17]=3)[C:24]3[CH:29]=[CH:28][C:27]([O:30][CH3:31])=[CH:26][CH:25]=3)[CH2:70][C:65]1=[CH:64][CH2:63][CH:62]1[CH:61]2[CH2:60][CH2:59][C:58]2([CH3:76])[CH:57]1[CH2:56][CH2:55][CH:54]2[CH2:47][CH2:46][CH2:2][CH2:3][CH2:4][CH2:5][CH2:44][CH3:45]. (3) Given the reactants Cl[C:2]1[C:3]2[S:10][CH:9]=[C:8]([C:11]([NH:13][C:14]3[C:19]([Cl:20])=[CH:18][CH:17]=[C:16]([NH:21][S:22]([CH2:25][CH2:26][CH3:27])(=[O:24])=[O:23])[C:15]=3[Cl:28])=[O:12])[C:4]=2[N:5]=[CH:6][N:7]=1.[CH:29]1([NH2:32])[CH2:31][CH2:30]1.C(N(CC)C(C)C)(C)C, predict the reaction product. The product is: [Cl:28][C:15]1[C:16]([NH:21][S:22]([CH2:25][CH2:26][CH3:27])(=[O:24])=[O:23])=[CH:17][CH:18]=[C:19]([Cl:20])[C:14]=1[NH:13][C:11]([C:8]1[C:4]2[N:5]=[CH:6][N:7]=[C:2]([NH:32][CH:29]3[CH2:31][CH2:30]3)[C:3]=2[S:10][CH:9]=1)=[O:12]. (4) The product is: [C:14]([O:17][C:18]([N:10]1[CH2:11][CH2:12][CH:8]([C:5]2[CH:4]=[CH:3][C:2]([F:1])=[CH:7][CH:6]=2)[CH2:9]1)=[O:19])([CH3:16])([CH3:15])[CH3:13]. Given the reactants [F:1][C:2]1[CH:7]=[CH:6][C:5]([CH:8]2[CH2:12][CH2:11][NH:10][CH2:9]2)=[CH:4][CH:3]=1.[CH3:13][C:14]([O:17][C:18](O[C:18]([O:17][C:14]([CH3:16])([CH3:15])[CH3:13])=[O:19])=[O:19])([CH3:16])[CH3:15].C([O-])(O)=O.[Na+], predict the reaction product. (5) The product is: [Cl:1][C:2]1[CH:3]=[C:4]([CH:9]2[C:18]3[C:13](=[CH:14][C:15]([C:31]4[N:32]=[N:33][C:34]([CH3:37])=[CH:35][CH:36]=4)=[C:16]([F:19])[CH:17]=3)[CH2:12][NH:11][CH2:10]2)[CH:5]=[CH:6][C:7]=1[Cl:8]. Given the reactants [Cl:1][C:2]1[CH:3]=[C:4]([CH:9]2[C:18]3[C:13](=[CH:14][C:15](B4OC(C)(C)C(C)(C)O4)=[C:16]([F:19])[CH:17]=3)[CH2:12][N:11](C)[CH2:10]2)[CH:5]=[CH:6][C:7]=1[Cl:8].Cl[C:31]1[N:32]=[N:33][C:34]([CH3:37])=[CH:35][CH:36]=1.C(=O)([O-])[O-].[Cs+].[Cs+].CN(C)C1C2C(=CC=CC=2N(C)C)C=CC=1, predict the reaction product. (6) The product is: [OH:1][C:2]1[CH:13]=[CH:12][C:5]([C:6](=[O:7])[CH2:14][CH:15]([CH3:17])[CH3:16])=[CH:4][N:3]=1. Given the reactants [OH:1][C:2]1[CH:13]=[CH:12][C:5]([C:6](N(OC)C)=[O:7])=[CH:4][N:3]=1.[CH2:14]([Mg]Cl)[CH:15]([CH3:17])[CH3:16], predict the reaction product. (7) Given the reactants [CH3:1][N:2]([CH3:45])[C:3](=[O:44])[CH2:4][NH:5][C@:6]12[CH2:40][CH2:39][C@@H:38]([C:41]([CH3:43])=[CH2:42])[C@@H:7]1[C@@H:8]1[C@@:21]([CH3:24])([CH2:22][CH2:23]2)[C@@:20]2([CH3:25])[C@@H:11]([C@:12]3([CH3:37])[C@@H:17]([CH2:18][CH2:19]2)[C:16]([CH3:27])([CH3:26])[C:15]([C:28]2[CH:36]=[CH:35][C:31]([C:32]([OH:34])=[O:33])=[CH:30][CH:29]=2)=[CH:14][CH2:13]3)[CH2:10][CH2:9]1.Cl[CH2:47][C:48](N1CCCC1)=O, predict the reaction product. The product is: [CH3:24][C@:21]12[C@@:20]3([CH3:25])[C@@H:11]([C@:12]4([CH3:37])[C@@H:17]([CH2:18][CH2:19]3)[C:16]([CH3:27])([CH3:26])[C:15]([C:28]3[CH:29]=[CH:30][C:31]([C:32]([OH:34])=[O:33])=[CH:35][CH:36]=3)=[CH:14][CH2:13]4)[CH2:10][CH2:9][C@@H:8]1[C@H:7]1[C@H:38]([C:41]([CH3:43])=[CH2:42])[CH2:39][CH2:40][C@:6]1([NH:5][CH2:4][C:3](=[O:44])[N:2]1[CH2:1][CH2:48][CH2:47][CH2:45]1)[CH2:23][CH2:22]2. (8) Given the reactants C(OC(=O)[NH:7][C:8]1[CH:21]=[CH:20][C:19]2[S:18][C:17]3[C:12](=[CH:13][CH:14]=[CH:15][C:16]=3[C:22]3[O:23][C:24]([N:29]4[CH2:34][CH2:33][O:32][CH2:31][CH2:30]4)=[CH:25][C:26](=[O:28])[CH:27]=3)[CH2:11][C:10]=2[CH:9]=1)(C)(C)C.FC(F)(F)C(O)=O, predict the reaction product. The product is: [NH2:7][C:8]1[CH:9]=[C:10]2[C:19]([S:18][C:17]3[C:16]([C:22]4[O:23][C:24]([N:29]5[CH2:34][CH2:33][O:32][CH2:31][CH2:30]5)=[CH:25][C:26](=[O:28])[CH:27]=4)=[CH:15][CH:14]=[CH:13][C:12]=3[CH2:11]2)=[CH:20][CH:21]=1. (9) Given the reactants [C:1]([CH2:3][C:4]1([N:18]2[CH:22]=[C:21]([C:23]3[C:24]4[CH:31]=[CH:30][N:29](COCC[Si](C)(C)C)[C:25]=4[N:26]=[CH:27][N:28]=3)[CH:20]=[N:19]2)[CH2:7][N:6]([C:8]2[CH:16]=[CH:15][C:11]([C:12](O)=[O:13])=[CH:10][C:9]=2[F:17])[CH2:5]1)#[N:2].F[P-](F)(F)(F)(F)F.[N:47]1(O[P+](N(C)C)(N(C)C)N(C)C)[C:51]2[CH:52]=C[CH:54]=[CH:55][C:50]=2N=N1.C1([C@@H](N)C)CC1.C(N(CC)CC)C.C([O-])(O)=O.[Na+].C(N)CN, predict the reaction product. The product is: [C:1]([CH2:3][C:4]1([N:18]2[CH:22]=[C:21]([C:23]3[C:24]4[CH:31]=[CH:30][NH:29][C:25]=4[N:26]=[CH:27][N:28]=3)[CH:20]=[N:19]2)[CH2:7][N:6]([C:8]2[CH:16]=[CH:15][C:11]([C:12]([NH:47][C@H:51]([CH:50]3[CH2:55][CH2:54]3)[CH3:52])=[O:13])=[CH:10][C:9]=2[F:17])[CH2:5]1)#[N:2].